From a dataset of Forward reaction prediction with 1.9M reactions from USPTO patents (1976-2016). Predict the product of the given reaction. (1) Given the reactants [CH2:1]([N:3]1[CH2:7][CH2:6][C@H:5]([C:8]([O:10][CH2:11][C:12]2[CH:17]=[CH:16][CH:15]=[CH:14][CH:13]=2)=[O:9])[CH2:4]1)[CH3:2].FC(F)(F)C(O)=O.N1CC[C@@H](C(OCC2C=CC=CC=2)=O)C1, predict the reaction product. The product is: [CH2:1]([N:3]1[CH2:7][CH2:6][C@@H:5]([C:8]([O:10][CH2:11][C:12]2[CH:13]=[CH:14][CH:15]=[CH:16][CH:17]=2)=[O:9])[CH2:4]1)[CH3:2]. (2) The product is: [O:15]=[C:11]1[CH:10]=[C:9]([C:6]2[CH:5]=[CH:4][C:3]([C:2]([F:1])([F:16])[F:17])=[CH:8][N:7]=2)[CH:14]=[CH:13][N:12]1[C:19]1[CH:24]=[CH:23][C:22]2[C:25]3[CH2:26][N:27]([C:32]([O:34][C:35]([CH3:38])([CH3:37])[CH3:36])=[O:33])[CH2:28][CH2:29][C:30]=3[O:31][C:21]=2[CH:20]=1. Given the reactants [F:1][C:2]([F:17])([F:16])[C:3]1[CH:4]=[CH:5][C:6]([C:9]2[CH:14]=[CH:13][NH:12][C:11](=[O:15])[CH:10]=2)=[N:7][CH:8]=1.Br[C:19]1[CH:24]=[CH:23][C:22]2[C:25]3[CH2:26][N:27]([C:32]([O:34][C:35]([CH3:38])([CH3:37])[CH3:36])=[O:33])[CH2:28][CH2:29][C:30]=3[O:31][C:21]=2[CH:20]=1.C([O-])([O-])=O.[Cs+].[Cs+].CN[C@@H]1CCCC[C@H]1NC, predict the reaction product. (3) Given the reactants [CH2:1]([C:3]1[CH:8]=[C:7]([O:9]COCC[Si](C)(C)C)[C:6]([F:18])=[CH:5][C:4]=1[C:19]1[N:24]=[C:23]([NH:25][CH2:26][C:27]2[CH:32]=[CH:31][CH:30]=[CH:29][C:28]=2[N:33]([CH3:38])[S:34]([CH3:37])(=[O:36])=[O:35])[C:22]2[C:39](I)=[N:40][N:41](COCC[Si](C)(C)C)[C:21]=2[CH:20]=1)[CH3:2].I[C:52]1[NH:53][C:54]([CH3:57])=[CH:55][N:56]=1, predict the reaction product. The product is: [CH2:1]([C:3]1[CH:8]=[C:7]([OH:9])[C:6]([F:18])=[CH:5][C:4]=1[C:19]1[N:24]=[C:23]([NH:25][CH2:26][C:27]2[CH:32]=[CH:31][CH:30]=[CH:29][C:28]=2[N:33]([CH3:38])[S:34]([CH3:37])(=[O:35])=[O:36])[C:22]2[C:39]([C:52]3[NH:56][CH:55]=[C:54]([CH3:57])[N:53]=3)=[N:40][NH:41][C:21]=2[CH:20]=1)[CH3:2]. (4) Given the reactants [N+:1]([C:4]1[CH:5]=[C:6]2[C:11](=[CH:12][CH:13]=1)[N:10]=[CH:9][N:8]=[C:7]2Cl)([O-:3])=[O:2].[F:15][C:16]1[CH:17]=[C:18]([CH:29]=[CH:30][CH:31]=1)[CH2:19][O:20][C:21]1[CH:27]=[CH:26][C:24]([NH2:25])=[CH:23][C:22]=1[Cl:28], predict the reaction product. The product is: [Cl:28][C:22]1[CH:23]=[C:24]([NH:25][C:7]2[C:6]3[C:11](=[CH:12][CH:13]=[C:4]([N+:1]([O-:3])=[O:2])[CH:5]=3)[N:10]=[CH:9][N:8]=2)[CH:26]=[CH:27][C:21]=1[O:20][CH2:19][C:18]1[CH:29]=[CH:30][CH:31]=[C:16]([F:15])[CH:17]=1. (5) Given the reactants [CH2:1]([N:3]1[C:15]2[CH:14]=[CH:13][C:12](Br)=[CH:11][C:10]=2[C:9]2[C:4]1=[CH:5][CH:6]=[CH:7][CH:8]=2)[CH3:2].[Br-:17].[Li+].[CH:19]1[CH:24]=[CH:23][CH:22]=[CH:21][CH:20]=1.O, predict the reaction product. The product is: [CH2:1]([N:3]1[C:15]2[CH:14]=[CH:13][C:12]([C:19]3[CH:24]=[CH:23][CH:22]=[C:21]([Br:17])[CH:20]=3)=[CH:11][C:10]=2[C:9]2[C:4]1=[CH:5][CH:6]=[CH:7][CH:8]=2)[CH3:2]. (6) Given the reactants C[Si](C)(C)[N-][Si](C)(C)C.[Li+].[CH2:11]([NH:18][C:19]([C:21]1[S:25][CH:24]=[N:23][C:22]=1[CH3:26])=[O:20])[C:12]1[CH:17]=[CH:16][CH:15]=[CH:14][CH:13]=1.[I:27]I, predict the reaction product. The product is: [CH2:11]([NH:18][C:19]([C:21]1[S:25][C:24]([I:27])=[N:23][C:22]=1[CH3:26])=[O:20])[C:12]1[CH:13]=[CH:14][CH:15]=[CH:16][CH:17]=1. (7) Given the reactants Cl[C:2]1[N:11]=[C:10](Cl)[C:9]2[C:4](=[CH:5][CH:6]=[CH:7][CH:8]=2)[N:3]=1.[NH2:13][C:14]1[CH:19]=[CH:18][C:17]([C:20]2[CH:25]=[CH:24][CH:23]=[CH:22][CH:21]=2)=[CH:16][CH:15]=1.[CH3:26][C:27]1[CH:31]=[C:30]([CH3:32])[NH:29][N:28]=1, predict the reaction product. The product is: [C:17]1([C:20]2[CH:25]=[CH:24][CH:23]=[CH:22][CH:21]=2)[CH:16]=[CH:15][C:14]([NH:13][C:10]2[C:9]3[C:4](=[CH:5][CH:6]=[CH:7][CH:8]=3)[N:3]=[C:2]([N:28]3[C:27]([CH3:26])=[CH:31][C:30]([CH3:32])=[N:29]3)[N:11]=2)=[CH:19][CH:18]=1.